Task: Predict the product of the given reaction.. Dataset: Forward reaction prediction with 1.9M reactions from USPTO patents (1976-2016) (1) The product is: [CH3:37][S:38]([OH:41])(=[O:40])=[O:39].[Cl:32][C:29]1[S:28][C:27]([C:25]([NH:24][C:20]2[C:19]([C:17]([NH:16][C:13]3[CH:14]=[CH:15][C:10]([N:9]4[CH2:8][CH2:7][O:6][C:33]4=[NH:34])=[CH:11][CH:12]=3)=[O:18])=[CH:23][S:22][CH:21]=2)=[O:26])=[CH:31][CH:30]=1. Given the reactants C([Si](C)(C)[O:6][CH2:7][CH2:8][N:9]([C:33]#[N:34])[C:10]1[CH:15]=[CH:14][C:13]([NH:16][C:17]([C:19]2[C:20]([NH:24][C:25]([C:27]3[S:28][C:29]([Cl:32])=[CH:30][CH:31]=3)=[O:26])=[CH:21][S:22][CH:23]=2)=[O:18])=[CH:12][CH:11]=1)(C)(C)C.[CH3:37][S:38]([OH:41])(=[O:40])=[O:39], predict the reaction product. (2) Given the reactants Cl[C:2]1[C:11]([N:12]([CH:14]([CH3:16])[CH3:15])[CH3:13])=[N:10][C:9]2[C:4](=[CH:5][CH:6]=[C:7]([C:17]([O:19][CH3:20])=[O:18])[CH:8]=2)[N:3]=1.[F:21][C:22]1[CH:27]=[CH:26][C:25](B(O)O)=[CH:24][CH:23]=1.[O-]P([O-])([O-])=O.[K+].[K+].[K+], predict the reaction product. The product is: [F:21][C:22]1[CH:27]=[CH:26][C:25]([C:2]2[C:11]([N:12]([CH:14]([CH3:16])[CH3:15])[CH3:13])=[N:10][C:9]3[C:4](=[CH:5][CH:6]=[C:7]([C:17]([O:19][CH3:20])=[O:18])[CH:8]=3)[N:3]=2)=[CH:24][CH:23]=1. (3) Given the reactants [NH2:1][C:2]1[CH:6]=[CH:5][S:4][C:3]=1[C:7]([O:9]C)=O.[Cl:11][C:12]1[CH:17]=[CH:16][C:15]([N:18]=[C:19]=[O:20])=[CH:14][CH:13]=1.[OH-].[K+].Cl, predict the reaction product. The product is: [Cl:11][C:12]1[CH:17]=[CH:16][C:15]([N:18]2[C:7](=[O:9])[C:3]3[S:4][CH:5]=[CH:6][C:2]=3[NH:1][C:19]2=[O:20])=[CH:14][CH:13]=1. (4) Given the reactants C(N(C(C)C)CC)(C)C.O[C@@H:11]1[CH2:15][CH2:14][O:13][C:12]1=[O:16].FC(F)(F)S(OS(C(F)(F)F)(=O)=O)(=O)=O.[Cl:32][C:33]1[CH:34]=[C:35]2[C:40](=[CH:41][CH:42]=1)[NH:39][CH2:38][CH2:37][CH2:36]2, predict the reaction product. The product is: [Cl:32][C:33]1[CH:34]=[C:35]2[C:40](=[CH:41][CH:42]=1)[N:39]([C@H:11]1[CH2:15][CH2:14][O:13][C:12]1=[O:16])[CH2:38][CH2:37][CH2:36]2. (5) Given the reactants C(Cl)(=O)C(Cl)=O.CS(C)=O.[Cl:11][C:12]1[CH:17]=[CH:16][C:15]([C@H:18]([NH:21][C:22]2[CH:23]=[C:24]([CH:29]=[O:30])[C:25]([CH3:28])=NC=2)[CH2:19][CH3:20])=[CH:14][C:13]=1[CH3:31].C[CH2:33][N:34](CC)CC, predict the reaction product. The product is: [Cl:11][C:12]1[CH:17]=[CH:16][C:15]([C@H:18]([NH:21][C:22]2[CH:23]=[C:24]([CH:29]=[O:30])[C:25]([CH3:28])=[CH:33][N:34]=2)[CH2:19][CH3:20])=[CH:14][C:13]=1[CH3:31]. (6) Given the reactants [CH:1](=[O:5])[CH2:2][CH2:3][CH3:4], predict the reaction product. The product is: [CH2:3]([C:2](=[CH:1][CH2:2][CH2:3][CH3:4])[CH:1]=[O:5])[CH3:4]. (7) Given the reactants C([O:3][C:4](=[O:36])[CH2:5][CH2:6][CH2:7][CH2:8][C:9]1[CH:10]=[C:11]2[C:23]([C:24](=[O:28])[NH:25][CH2:26]C)=[C:22]([C:29]3[CH:34]=[CH:33][C:32]([F:35])=[CH:31][CH:30]=3)[O:21][C:12]2=[N:13][C:14]=1[N:15]([S:17]([CH3:20])(=[O:19])=[O:18])[CH3:16])C.[Li+].[OH-], predict the reaction product. The product is: [F:35][C:32]1[CH:33]=[CH:34][C:29]([C:22]2[O:21][C:12]3=[N:13][C:14]([N:15]([CH3:16])[S:17]([CH3:20])(=[O:18])=[O:19])=[C:9]([CH2:8][CH2:7][CH2:6][CH2:5][C:4]([OH:36])=[O:3])[CH:10]=[C:11]3[C:23]=2[C:24](=[O:28])[NH:25][CH3:26])=[CH:30][CH:31]=1. (8) Given the reactants [CH2:1]([C@@H:5]1[NH:10][CH2:9][C@H:8]([CH2:11][CH2:12][CH3:13])[NH:7][C:6]1=[O:14])[CH:2]([CH3:4])[CH3:3].[F:15][C:16]1[CH:17]=[C:18]([C@@H:23]2[CH2:25][C@H:24]2[C:26](O)=[O:27])[CH:19]=[CH:20][C:21]=1[F:22].C([C@@H]1N(C(=O)/C=C/C2C=CC=CC=2)C[C@H](CC(C)C)NC1=O)C(C)C, predict the reaction product. The product is: [F:15][C:16]1[CH:17]=[C:18]([C@@H:23]2[CH2:25][C@H:24]2[C:26]([N:10]2[CH2:9][C@H:8]([CH2:11][CH2:12][CH3:13])[NH:7][C:6](=[O:14])[C@@H:5]2[CH2:1][CH:2]([CH3:4])[CH3:3])=[O:27])[CH:19]=[CH:20][C:21]=1[F:22].